This data is from Full USPTO retrosynthesis dataset with 1.9M reactions from patents (1976-2016). The task is: Predict the reactants needed to synthesize the given product. (1) Given the product [Br:1][C:2]1[CH:3]=[CH:4][C:5]([O:8][CH2:16][CH:17]2[CH2:19][CH2:18]2)=[CH:6][N:7]=1, predict the reactants needed to synthesize it. The reactants are: [Br:1][C:2]1[N:7]=[CH:6][C:5]([OH:8])=[CH:4][CH:3]=1.C(=O)([O-])[O-].[K+].[K+].Br[CH2:16][CH:17]1[CH2:19][CH2:18]1. (2) The reactants are: [Cl:1][C:2]1[CH:33]=[CH:32][C:5]([CH2:6][NH:7][C:8]([C:10]2[C:11](=[O:31])[C:12]3[CH:19]=[C:18]([C:20]#[C:21][CH2:22][CH:23]([OH:30])[C:24]4[CH:29]=[CH:28][CH:27]=[CH:26][CH:25]=4)[O:17][C:13]=3[N:14]([CH3:16])[CH:15]=2)=[O:9])=[CH:4][CH:3]=1. Given the product [Cl:1][C:2]1[CH:3]=[CH:4][C:5]([CH2:6][NH:7][C:8]([C:10]2[C:11](=[O:31])[C:12]3[CH:19]=[C:18]([CH2:20][CH2:21][CH2:22][CH:23]([OH:30])[C:24]4[CH:25]=[CH:26][CH:27]=[CH:28][CH:29]=4)[O:17][C:13]=3[N:14]([CH3:16])[CH:15]=2)=[O:9])=[CH:32][CH:33]=1, predict the reactants needed to synthesize it. (3) Given the product [N+:2]([O-:5])([O-:4])=[O:3].[NH4+:1].[S:6]([O-:10])([O-:9])(=[O:8])=[O:7].[NH4+:2].[NH4+:2], predict the reactants needed to synthesize it. The reactants are: [NH3:1].[N+:2]([O-:5])([OH:4])=[O:3].[S:6]([O-:10])([O-:9])(=[O:8])=[O:7].[NH4+].[NH4+]. (4) Given the product [C:1]([C:5]1[CH:6]=[C:7]([C:16]2[C:21]([O:22][CH2:23][CH2:24][CH2:25][CH:26]=[O:27])([N:59]3[CH2:63][CH2:62][CH2:61][CH2:60]3)[CH2:20][CH:19]=[C:18]([C:28]3[CH:29]=[CH:30][C:31]([C:34]([O:36][CH2:37][CH3:38])=[O:35])=[CH:32][CH:33]=3)[CH:17]=2)[CH:8]=[CH:9][CH:10]=1)([CH3:3])([CH3:2])[CH3:4], predict the reactants needed to synthesize it. The reactants are: [C:1]([C:5]1[CH:6]=[C:7]([C:16]2[CH:17]=[C:18]([C:28]3[CH:33]=[CH:32][C:31]([C:34]([O:36][CH2:37][CH3:38])=[O:35])=[CH:30][CH:29]=3)[CH:19]=[CH:20][C:21]=2[O:22][CH2:23][CH2:24][CH2:25][CH2:26][OH:27])[CH:8]=[CH:9][C:10]=1N1CCCC1)([CH3:4])([CH3:3])[CH3:2].C(Cl)(=O)C(Cl)=O.CS(C)=O.C(C1C=C(C2C=C(C3C=CC(C(OCC)=O)=CC=3)C=CC=2OCCCC=O)C=CC=1[N:59]1[CH2:63][CH2:62][CH2:61][CH2:60]1)(C)(C)C.